Task: Binary Classification. Given a T-cell receptor sequence (or CDR3 region) and an epitope sequence, predict whether binding occurs between them.. Dataset: TCR-epitope binding with 47,182 pairs between 192 epitopes and 23,139 TCRs The epitope is TLVPQEHYV. The TCR CDR3 sequence is CSVVDAAPGGSYEQYF. Result: 0 (the TCR does not bind to the epitope).